Dataset: NCI-60 drug combinations with 297,098 pairs across 59 cell lines. Task: Regression. Given two drug SMILES strings and cell line genomic features, predict the synergy score measuring deviation from expected non-interaction effect. Drug 1: CC1C(C(CC(O1)OC2CC(CC3=C2C(=C4C(=C3O)C(=O)C5=C(C4=O)C(=CC=C5)OC)O)(C(=O)CO)O)N)O.Cl. Drug 2: C1=CC(=CC=C1CCC2=CNC3=C2C(=O)NC(=N3)N)C(=O)NC(CCC(=O)O)C(=O)O. Cell line: MALME-3M. Synergy scores: CSS=27.5, Synergy_ZIP=4.73, Synergy_Bliss=4.46, Synergy_Loewe=-4.55, Synergy_HSA=1.93.